Dataset: NCI-60 drug combinations with 297,098 pairs across 59 cell lines. Task: Regression. Given two drug SMILES strings and cell line genomic features, predict the synergy score measuring deviation from expected non-interaction effect. Drug 1: CC12CCC(CC1=CCC3C2CCC4(C3CC=C4C5=CN=CC=C5)C)O. Drug 2: CS(=O)(=O)CCNCC1=CC=C(O1)C2=CC3=C(C=C2)N=CN=C3NC4=CC(=C(C=C4)OCC5=CC(=CC=C5)F)Cl. Cell line: SW-620. Synergy scores: CSS=-0.425, Synergy_ZIP=1.86, Synergy_Bliss=1.07, Synergy_Loewe=-3.69, Synergy_HSA=-3.48.